This data is from Full USPTO retrosynthesis dataset with 1.9M reactions from patents (1976-2016). The task is: Predict the reactants needed to synthesize the given product. (1) Given the product [Br:14][C:15]1[C:7]([CH2:6][OH:11])=[N:17][CH:18]=[C:19]([F:22])[C:20]=1[CH3:21], predict the reactants needed to synthesize it. The reactants are: FC(F)(F)C(O[C:6](=[O:11])[C:7](F)(F)F)=O.[Br:14][C:15]1C(C)=[N+:17]([O-])[CH:18]=[C:19]([F:22])[C:20]=1[CH3:21]. (2) Given the product [F:1][C:2]1[C:9]([CH2:10][CH2:11][OH:12])=[CH:8][CH:7]=[CH:6][C:3]=1[CH2:4][N:38]1[CH2:39][CH2:40][C:34]2([O:33][CH2:32][CH2:31][N:30]([C:28]([C:26]3[N:27]=[C:23]([CH:20]([CH3:21])[CH3:22])[S:24][CH:25]=3)=[O:29])[CH2:35]2)[CH2:36][CH2:37]1, predict the reactants needed to synthesize it. The reactants are: [F:1][C:2]1[C:9]([CH2:10][CH2:11][OH:12])=[CH:8][CH:7]=[CH:6][C:3]=1[CH:4]=O.FC(F)(F)C(O)=O.[CH:20]([C:23]1[S:24][CH:25]=[C:26]([C:28]([N:30]2[CH2:35][C:34]3([CH2:40][CH2:39][NH:38][CH2:37][CH2:36]3)[O:33][CH2:32][CH2:31]2)=[O:29])[N:27]=1)([CH3:22])[CH3:21].C(O)(=O)C.C(O[BH-](OC(=O)C)OC(=O)C)(=O)C.[Na+]. (3) The reactants are: [CH3:1][O:2][C:3](=[O:12])[CH2:4][C:5]1[CH:10]=[CH:9][C:8](Br)=[CH:7][CH:6]=1.C1(P(C2CCCCC2)C2C=CC=CC=2C2C(OC)=CC=CC=2OC)CCCCC1.P([O-])([O-])([O-])=O.[K+].[K+].[K+].[CH2:50]([C:52]([C:77]1[CH:82]=[CH:81][C:80](B2OC(C)(C)C(C)(C)O2)=[C:79]([CH3:92])[CH:78]=1)([C:55]1[CH:60]=[CH:59][C:58]([C:61]#[C:62][C:63]([O:72][CH2:73][O:74][CH3:75])([C:68]([F:71])([F:70])[F:69])[C:64]([F:67])([F:66])[F:65])=[C:57]([CH3:76])[CH:56]=1)[CH2:53][CH3:54])[CH3:51].C(=O)(O)[O-].[Na+]. Given the product [CH3:1][O:2][C:3](=[O:12])[CH2:4][C:5]1[CH:10]=[CH:9][C:8]([C:80]2[CH:81]=[CH:82][C:77]([C:52]([CH2:53][CH3:54])([C:55]3[CH:60]=[CH:59][C:58]([C:61]#[C:62][C:63]([O:72][CH2:73][O:74][CH3:75])([C:68]([F:71])([F:70])[F:69])[C:64]([F:67])([F:66])[F:65])=[C:57]([CH3:76])[CH:56]=3)[CH2:50][CH3:51])=[CH:78][C:79]=2[CH3:92])=[CH:7][CH:6]=1, predict the reactants needed to synthesize it. (4) Given the product [CH:1]1([S:6][CH:7]([C:11]2[CH:16]=[CH:15][C:14]3[O:17][CH2:18][O:19][C:13]=3[CH:12]=2)[C:8]([NH:20][C:21]2[CH:26]=[CH:25][CH:24]=[CH:23][N:22]=2)=[O:10])[CH2:2][CH2:3][CH2:4][CH2:5]1, predict the reactants needed to synthesize it. The reactants are: [CH:1]1([S:6][CH:7]([C:11]2[CH:16]=[CH:15][C:14]3[O:17][CH2:18][O:19][C:13]=3[CH:12]=2)[C:8]([OH:10])=O)[CH2:5][CH2:4][CH2:3][CH2:2]1.[NH2:20][C:21]1[CH:26]=[CH:25][CH:24]=[CH:23][N:22]=1. (5) Given the product [CH2:7]([N:14]1[CH2:15][CH2:16][O:17][C@@H:18]([CH3:26])[C@H:19]1[C:20]1[CH:25]=[CH:24][CH:23]=[CH:22][CH:21]=1)[C:8]1[CH:9]=[CH:10][CH:11]=[CH:12][CH:13]=1, predict the reactants needed to synthesize it. The reactants are: [H-].[H-].[H-].[H-].[Li+].[Al+3].[CH2:7]([N:14]1[C@H:19]([C:20]2[CH:25]=[CH:24][CH:23]=[CH:22][CH:21]=2)[C@H:18]([CH3:26])[O:17][CH2:16][C:15]1=O)[C:8]1[CH:13]=[CH:12][CH:11]=[CH:10][CH:9]=1.S([O-])([O-])(=O)=O.[Na+].[Na+].